The task is: Binary Classification. Given a miRNA mature sequence and a target amino acid sequence, predict their likelihood of interaction.. This data is from Experimentally validated miRNA-target interactions with 360,000+ pairs, plus equal number of negative samples. The miRNA is hsa-miR-6837-5p with sequence ACCAGGGCCAGCAGGGAAUGU. The protein sequence of the target gene is MTHGEELGSDVHQDSIVLTYLEGLLMHQAAGGSGTAVDKKSAGHNEEDQNFNISGSAFPTCQSNGPVLNTHTYQGSGMLHLKKARLLQSSEDWNAAKRKRLSDSIMNLNVKKEALLAGMVDSVPKGKQDSTLLASLLQSFSSRLQTVALSQQIRQSLKEQGYALSHDSLKVEKDLRCYGVASSHLKTLLKKSKVKDQKPDTNLPDVTKNLIRDRFAESPHHVGQSGTKVMSEPLSCAARLQAVASMVEKRASPATSPKPSVACSQLALLLSSEAHLQQYSREHALKTQNANQAASERLAA.... Result: 0 (no interaction).